Dataset: TCR-epitope binding with 47,182 pairs between 192 epitopes and 23,139 TCRs. Task: Binary Classification. Given a T-cell receptor sequence (or CDR3 region) and an epitope sequence, predict whether binding occurs between them. (1) The epitope is YEGNSPFHPL. The TCR CDR3 sequence is CASSQAGGTMNTEAFF. Result: 0 (the TCR does not bind to the epitope). (2) The epitope is KLWAQCVQL. The TCR CDR3 sequence is CASSGGALVYNEQFF. Result: 1 (the TCR binds to the epitope). (3) The epitope is SEVGPEHSLAEY. The TCR CDR3 sequence is CASRRSRASQETQYF. Result: 0 (the TCR does not bind to the epitope).